This data is from Reaction yield outcomes from USPTO patents with 853,638 reactions. The task is: Predict the reaction yield, written as a fraction of the theoretical maximum amount of product (1.0 means a 100% yield; for example, 0.34 means a 34% yield). (1) The reactants are Cl[C:2]1[N:11]=[C:10]([CH3:12])[C:9]2[C:4](=[CH:5][CH:6]=[C:7]([O:13][CH3:14])[CH:8]=2)[N:3]=1.[C:15]([C:18]1[CH:23]=[CH:22][C:21](B(O)O)=[CH:20][CH:19]=1)([OH:17])=[O:16].C([O-])([O-])=O.[K+].[K+].O. The catalyst is COCCOCCO.O.C1C=CC(P(C2C=CC=CC=2)[C-]2C=CC=C2)=CC=1.C1C=CC(P(C2C=CC=CC=2)[C-]2C=CC=C2)=CC=1.Cl[Pd]Cl.[Fe+2]. The product is [CH3:14][O:13][C:7]1[CH:8]=[C:9]2[C:4](=[CH:5][CH:6]=1)[N:3]=[C:2]([C:21]1[CH:22]=[CH:23][C:18]([C:15]([OH:17])=[O:16])=[CH:19][CH:20]=1)[N:11]=[C:10]2[CH3:12]. The yield is 0.780. (2) The reactants are Cl.[CH3:2][C@H:3]1[C:11]2[C:10]([N:12]3[C:25]4[C:20](=[C:21]([C@H:26]5[CH2:30][CH2:29][CH2:28][N:27]5C(OC(C)(C)C)=O)[CH:22]=[CH:23][CH:24]=4)[C:14]4([CH2:19][CH2:18][NH:17][CH2:16][CH2:15]4)[CH2:13]3)=[N:9][CH:8]=[N:7][C:6]=2[CH2:5][CH2:4]1. The catalyst is O1CCOCC1.C(Cl)Cl. The product is [CH3:2][C@H:3]1[C:11]2[C:10]([N:12]3[C:25]4[C:20](=[C:21]([C@H:26]5[CH2:30][CH2:29][CH2:28][NH:27]5)[CH:22]=[CH:23][CH:24]=4)[C:14]4([CH2:15][CH2:16][NH:17][CH2:18][CH2:19]4)[CH2:13]3)=[N:9][CH:8]=[N:7][C:6]=2[CH2:5][CH2:4]1. The yield is 0.470. (3) The reactants are [OH:1][C:2]1[C:3]([CH3:8])=[N:4][CH:5]=[CH:6][CH:7]=1.C1C=CC(N([S:16]([C:19]([F:22])([F:21])[F:20])(=[O:18])=[O:17])[S:16]([C:19]([F:22])([F:21])[F:20])(=[O:18])=[O:17])=CC=1.C(N(CC)CC)C. The catalyst is ClCCl. The product is [F:20][C:19]([F:22])([F:21])[S:16]([O:1][C:2]1[C:3]([CH3:8])=[N:4][CH:5]=[CH:6][CH:7]=1)(=[O:18])=[O:17]. The yield is 0.961. (4) The reactants are C1(C)C=CC(S(O)(=O)=O)=CC=1.[NH+]1C=CC=CC=1.[Br:18][C:19]1[CH:24]=[CH:23][C:22]([OH:25])=[CH:21][C:20]=1[F:26].[O:27]1[CH:32]=[CH:31][CH2:30][CH2:29][CH2:28]1.CCOC(C)=O. The product is [Br:18][C:19]1[CH:24]=[CH:23][C:22]([O:25][CH:28]2[CH2:29][CH2:30][CH2:31][CH2:32][O:27]2)=[CH:21][C:20]=1[F:26]. The yield is 0.330. The catalyst is ClCCl.CCCCCCC. (5) The reactants are Br[C:2]1[CH:3]=[N:4][CH:5]=[C:6]([CH:19]=1)[C:7]([N:9]=[S@@:10]([CH3:18])(=[O:17])[C:11]1[CH:16]=[CH:15][CH:14]=[CH:13][CH:12]=1)=[O:8].[OH:20][C:21]1[CH:22]=[C:23]([C:27]#[CH:28])[CH:24]=[CH:25][CH:26]=1. No catalyst specified. The product is [OH:20][C:21]1[CH:22]=[C:23]([C:27]#[C:28][C:2]2[CH:3]=[N:4][CH:5]=[C:6]([CH:19]=2)[C:7]([N:9]=[S@@:10]([CH3:18])(=[O:17])[C:11]2[CH:16]=[CH:15][CH:14]=[CH:13][CH:12]=2)=[O:8])[CH:24]=[CH:25][CH:26]=1. The yield is 0.170. (6) The reactants are [Cl:1][C:2]1[CH:7]=[CH:6][C:5]([C:8]2[C:12]3[CH2:13][N:14]([S:17]([CH3:20])(=[O:19])=[O:18])[CH2:15][CH2:16][C:11]=3[N:10]([CH2:21][CH2:22][CH2:23][N:24]3[CH2:28][CH2:27][CH2:26][CH2:25]3)[N:9]=2)=[CH:4][C:3]=1[CH2:29][OH:30].[H-].[Na+].[F:33][C:34]1[CH:41]=[CH:40][C:37]([CH2:38]Br)=[CH:36][CH:35]=1. The catalyst is C1COCC1. The product is [Cl:1][C:2]1[CH:7]=[CH:6][C:5]([C:8]2[C:12]3[CH2:13][N:14]([S:17]([CH3:20])(=[O:18])=[O:19])[CH2:15][CH2:16][C:11]=3[N:10]([CH2:21][CH2:22][CH2:23][N:24]3[CH2:28][CH2:27][CH2:26][CH2:25]3)[N:9]=2)=[CH:4][C:3]=1[CH2:29][O:30][CH2:38][C:37]1[CH:40]=[CH:41][C:34]([F:33])=[CH:35][CH:36]=1. The yield is 0.120. (7) The reactants are [CH:1](=[O:10])[CH:2]=[CH:3][C:4]1[CH:9]=[CH:8][CH:7]=[CH:6][CH:5]=1.C(C1C(=O)C(Cl)=C(Cl)C(=O)C=1C#N)#N.[CH3:25][O:26][CH2:27][CH2:28][OH:29]. The catalyst is C1(C)C=CC=CC=1. The product is [C:1]([O:29][CH2:28][CH2:27][O:26][CH3:25])(=[O:10])[CH:2]=[CH:3][C:4]1[CH:9]=[CH:8][CH:7]=[CH:6][CH:5]=1. The yield is 0.930. (8) The reactants are [F:1][C:2]([F:17])([F:16])[C:3]1[CH:8]=[CH:7][C:6]([C:9]2[N:14]=[N:13][C:12]([NH2:15])=[CH:11][CH:10]=2)=[CH:5][CH:4]=1.[H-].[Na+].CS(O[CH:25]([C:29]1[CH:39]=[CH:38][C:32]([C:33]([O:35][CH2:36][CH3:37])=[O:34])=[CH:31][CH:30]=1)[CH2:26][CH2:27][CH3:28])(=O)=O. The catalyst is CN(C)C=O.C(OCC)(=O)C. The product is [F:17][C:2]([F:1])([F:16])[C:3]1[CH:4]=[CH:5][C:6]([C:9]2[N:14]=[N:13][C:12]([NH:15][CH:25]([C:29]3[CH:39]=[CH:38][C:32]([C:33]([O:35][CH2:36][CH3:37])=[O:34])=[CH:31][CH:30]=3)[CH2:26][CH2:27][CH3:28])=[CH:11][CH:10]=2)=[CH:7][CH:8]=1. The yield is 0.100. (9) The reactants are [OH:1][C:2]1[CH:9]=[CH:8][C:5]([CH:6]=[O:7])=[CH:4][CH:3]=1.N1C=CC=CC=1.Cl[C:17]([O:19][CH2:20][CH3:21])=[O:18].N#N. The catalyst is O.C(Cl)Cl. The product is [C:17](=[O:18])([O:1][C:2]1[CH:9]=[CH:8][C:5]([CH:6]=[O:7])=[CH:4][CH:3]=1)[O:19][CH2:20][CH3:21]. The yield is 0.920. (10) The reactants are [Br:1][C:2]1[CH:7]=[CH:6][C:5]([C:8]2([C:14](OC)=[O:15])[CH2:12][CH2:11][N:10]([CH3:13])[CH2:9]2)=[C:4]([N+:18]([O-])=O)[CH:3]=1. The catalyst is C(O)(=O)C.[Fe]. The product is [Br:1][C:2]1[CH:3]=[C:4]2[NH:18][C:14](=[O:15])[C:8]3([CH2:12][CH2:11][N:10]([CH3:13])[CH2:9]3)[C:5]2=[CH:6][CH:7]=1. The yield is 1.00.